Dataset: Full USPTO retrosynthesis dataset with 1.9M reactions from patents (1976-2016). Task: Predict the reactants needed to synthesize the given product. (1) Given the product [CH2:1]([C:8]1([O:18][CH3:19])[CH2:9][CH2:10][C:11](=[O:12])[CH2:16][CH2:17]1)[C:2]1[CH:7]=[CH:6][CH:5]=[CH:4][CH:3]=1, predict the reactants needed to synthesize it. The reactants are: [CH2:1]([C:8]1([O:18][CH3:19])[CH2:17][CH2:16][C:11]2(OCC[O:12]2)[CH2:10][CH2:9]1)[C:2]1[CH:7]=[CH:6][CH:5]=[CH:4][CH:3]=1.O.O.C1(C)C=CC(S(O)(=O)=O)=CC=1. (2) Given the product [F:38][C:35]1[CH:36]=[CH:37][C:32]([C:31]([NH:30][C:7]([C:8]2[CH:13]=[CH:12][CH:11]=[C:10]([O:14][C:15]([F:16])([F:17])[F:18])[CH:9]=2)([C:19]2[CH:24]=[CH:23][CH:22]=[C:21]([O:25][C:26]([F:27])([F:28])[F:29])[CH:20]=2)[CH2:6][C:5]2[N:4]=[N:3][N:2]([CH3:46])[N:1]=2)=[O:43])=[CH:33][C:34]=1[C:39]([F:40])([F:41])[F:42], predict the reactants needed to synthesize it. The reactants are: [N:1]1[NH:2][N:3]=[N:4][C:5]=1[CH2:6][C:7]([NH:30][C:31](=[O:43])[C:32]1[CH:37]=[CH:36][C:35]([F:38])=[C:34]([C:39]([F:42])([F:41])[F:40])[CH:33]=1)([C:19]1[CH:24]=[CH:23][CH:22]=[C:21]([O:25][C:26]([F:29])([F:28])[F:27])[CH:20]=1)[C:8]1[CH:13]=[CH:12][CH:11]=[C:10]([O:14][C:15]([F:18])([F:17])[F:16])[CH:9]=1.[N+](=[CH:46][Si](C)(C)C)=[N-]. (3) Given the product [O:55]=[C:54]1[CH2:53][CH2:52][C:50](=[O:51])[N:49]1[O:48][C:46]([NH:7][CH:8]1[CH2:16][CH2:15][CH2:14][CH2:13][N:12]([C:17]([O:19][CH2:20][C:23]2[CH:30]=[CH:29][CH:37]=[CH:36][CH:56]=2)=[O:18])[CH2:11][CH2:10][CH2:9]1)=[O:47], predict the reactants needed to synthesize it. The reactants are: C([S@]([NH:7][CH:8]1[CH2:16][CH2:15][CH2:14][CH2:13][N:12]([C:17]([O:19][C:20]([CH3:23])(C)C)=[O:18])[CH2:11][CH2:10][CH2:9]1)=O)(C)(C)C.Cl.O1[CH2:30][CH2:29]OCC1.C(N([CH2:36][CH3:37])CC)C.C1C(=O)N(O[C:46]([O:48][N:49]2[C:54](=[O:55])[CH2:53][CH2:52][C:50]2=[O:51])=[O:47])C(=O)C1.[CH3:56]O. (4) Given the product [N:40]1[CH:41]=[CH:42][CH:43]=[C:38]([CH2:37][NH:36][S:33]([C:29]2[CH:28]=[C:27]([NH:26][C:12]([C:11]3[CH:10]=[N:9][N:8]4[C:3]([CH:2]([F:1])[F:25])=[CH:4][C:5]([C:15]5[CH:20]=[CH:19][C:18]([C:21]([F:24])([F:23])[F:22])=[CH:17][CH:16]=5)=[N:6][C:7]=34)=[O:13])[CH:32]=[CH:31][CH:30]=2)(=[O:35])=[O:34])[CH:39]=1, predict the reactants needed to synthesize it. The reactants are: [F:1][CH:2]([F:25])[C:3]1[N:8]2[N:9]=[CH:10][C:11]([C:12](O)=[O:13])=[C:7]2[N:6]=[C:5]([C:15]2[CH:20]=[CH:19][C:18]([C:21]([F:24])([F:23])[F:22])=[CH:17][CH:16]=2)[CH:4]=1.[NH2:26][C:27]1[CH:28]=[C:29]([S:33]([NH:36][CH2:37][C:38]2[CH:39]=[N:40][CH:41]=[CH:42][CH:43]=2)(=[O:35])=[O:34])[CH:30]=[CH:31][CH:32]=1. (5) The reactants are: [Cl:1][C:2]1[CH:7]=[C:6]([NH:8][C@H:9]([CH3:14])[C:10]([F:13])([F:12])[F:11])[C:5]([N+:15]([O-])=O)=[CH:4][N:3]=1.C(O)(=O)C.O.C(=O)(O)[O-].[Na+]. Given the product [Cl:1][C:2]1[N:3]=[CH:4][C:5]([NH2:15])=[C:6]([NH:8][C@H:9]([CH3:14])[C:10]([F:13])([F:11])[F:12])[CH:7]=1, predict the reactants needed to synthesize it.